The task is: Regression. Given a peptide amino acid sequence and an MHC pseudo amino acid sequence, predict their binding affinity value. This is MHC class II binding data.. This data is from Peptide-MHC class II binding affinity with 134,281 pairs from IEDB. (1) The peptide sequence is TEGRCLHYTVDKSKPKVY. The MHC is DRB1_0701 with pseudo-sequence DRB1_0701. The binding affinity (normalized) is 0.132. (2) The peptide sequence is TPFPHRKGVLFNIQYVNYWF. The binding affinity (normalized) is 0.493. The MHC is DRB1_1302 with pseudo-sequence DRB1_1302. (3) The peptide sequence is VEFEPPHAATIRVLA. The MHC is HLA-DQA10501-DQB10302 with pseudo-sequence HLA-DQA10501-DQB10302. The binding affinity (normalized) is 0.352. (4) The peptide sequence is TERVRLVTRHIYNREE. The MHC is DRB1_0101 with pseudo-sequence DRB1_0101. The binding affinity (normalized) is 0.